From a dataset of Full USPTO retrosynthesis dataset with 1.9M reactions from patents (1976-2016). Predict the reactants needed to synthesize the given product. (1) Given the product [NH:30]1[CH2:29][CH2:28][CH:27]([CH2:26][O:25]/[N:24]=[C:21](/[C:18]2[N:17]=[C:16]3[N:12]([CH2:11][C:7]4[CH:6]=[C:5]5[C:10](=[CH:9][CH:8]=4)[N:1]=[CH:2][CH:3]=[CH:4]5)[N:13]=[N:14][C:15]3=[N:20][CH:19]=2)\[CH3:22])[CH2:32][CH2:31]1, predict the reactants needed to synthesize it. The reactants are: [N:1]1[C:10]2[C:5](=[CH:6][C:7]([CH2:11][N:12]3[C:16]4=[N:17][C:18]([C:21](=O)[CH3:22])=[CH:19][N:20]=[C:15]4[N:14]=[N:13]3)=[CH:8][CH:9]=2)[CH:4]=[CH:3][CH:2]=1.[NH2:24][O:25][CH2:26][CH:27]1[CH2:32][CH2:31][N:30](C(OC(C)(C)C)=O)[CH2:29][CH2:28]1. (2) Given the product [CH2:1]([O:3][C:4](=[O:24])[CH2:5][C:11]1[S:12][N:13]=[C:14]2[C:19]=1[C:18](=[O:20])[N:17]([CH3:21])[C:16](=[O:22])[N:15]2[CH3:23])[CH3:2], predict the reactants needed to synthesize it. The reactants are: [CH2:1]([O:3][C:4](=[O:24])[CH:5]([C:11]1[S:12][N:13]=[C:14]2[C:19]=1[C:18](=[O:20])[N:17]([CH3:21])[C:16](=[O:22])[N:15]2[CH3:23])C(OCC)=O)[CH3:2].[H-].[Na+]. (3) Given the product [F:1][C:2]1[C:7]([F:8])=[CH:6][CH:5]=[CH:4][C:3]=1[C:9]1[C:17]2[O:16][CH:15]([CH2:18][NH:33][CH3:32])[CH2:14][C:13]=2[CH:12]=[C:11]([O:30][CH3:31])[CH:10]=1, predict the reactants needed to synthesize it. The reactants are: [F:1][C:2]1[C:7]([F:8])=[CH:6][CH:5]=[CH:4][C:3]=1[C:9]1[C:17]2[O:16][CH:15]([CH2:18]OS(C3C=CC(C)=CC=3)(=O)=O)[CH2:14][C:13]=2[CH:12]=[C:11]([O:30][CH3:31])[CH:10]=1.[CH3:32][NH2:33]. (4) Given the product [Br:1][C:2]1[CH:3]=[CH:4][C:5]([C:8]2[CH:13]=[CH:12][C:11]([O:14][CH2:27][CH2:26][CH2:25][CH2:24][CH2:23][CH2:22][CH2:21][CH2:20][CH2:19][CH2:18][CH2:17][CH3:16])=[CH:10][CH:9]=2)=[CH:6][CH:7]=1, predict the reactants needed to synthesize it. The reactants are: [Br:1][C:2]1[CH:7]=[CH:6][C:5]([C:8]2[CH:13]=[CH:12][C:11]([OH:14])=[CH:10][CH:9]=2)=[CH:4][CH:3]=1.I[CH2:16][CH2:17][CH2:18][CH2:19][CH2:20][CH2:21][CH2:22][CH2:23][CH2:24][CH2:25][CH2:26][CH3:27].C([O-])([O-])=O.[K+].[K+].O. (5) The reactants are: [Br:1][C:2]1[C:3]2[C:4]([C:19](=[O:27])[C:20]3[CH:25]=[CH:24][C:23]([Cl:26])=[CH:22][CH:21]=3)=[C:5]3[CH:14]([CH2:15][C:16]([OH:18])=[O:17])[CH2:13][CH2:12][N:6]3[C:7]=2[CH:8]=[C:9]([F:11])[CH:10]=1.[C:28](OC(O[C:28]([CH3:31])([CH3:30])[CH3:29])N(C)C)([CH3:31])([CH3:30])[CH3:29]. Given the product [Br:1][C:2]1[C:3]2[C:4]([C:19](=[O:27])[C:20]3[CH:21]=[CH:22][C:23]([Cl:26])=[CH:24][CH:25]=3)=[C:5]3[CH:14]([CH2:15][C:16]([O:18][C:28]([CH3:31])([CH3:30])[CH3:29])=[O:17])[CH2:13][CH2:12][N:6]3[C:7]=2[CH:8]=[C:9]([F:11])[CH:10]=1, predict the reactants needed to synthesize it. (6) The reactants are: CC([OH:5])(C)C.CC[C@@H]1[C@@H]2C[C@H]([C@@H](OC3C4C(=CC=CC=4)C(O[C@@H](C4C=CN=C5C=4C=C(OC)C=C5)[C@@H]4N5C[C@H](CC)[C@@H](CC5)C4)=NN=3)C3C=CN=C4C=3C=C(OC)C=C4)N(CC2)C1.CS(N)(=O)=O.[CH3:69][O:70][N:71]([CH3:77])[C:72](=[O:76])[C:73]([CH3:75])=[CH2:74].[OH2:78]. Given the product [OH:78][C@@:73]([CH3:75])([CH2:74][OH:5])[C:72]([N:71]([O:70][CH3:69])[CH3:77])=[O:76], predict the reactants needed to synthesize it. (7) The reactants are: [Cl:1][C:2]1[CH:3]=[C:4]2[C:9](=[CH:10][C:11]=1[N:12]1[CH2:17][C:16]3[C:18]([CH:25]4[CH2:27][CH2:26]4)=[N:19][C:20]([C:22]([OH:24])=O)=[CH:21][C:15]=3[NH:14][C:13]1=[O:28])[O:8][CH:7]([C:29]1[C:34]([F:35])=[CH:33][CH:32]=[CH:31][N:30]=1)[CH2:6][CH2:5]2.O[N:37]=[C:38]([NH2:40])[CH3:39].C(P1(=O)OP(=O)(CCC)OP(=O)(CCC)O1)CC.C(OCC)(=O)C. Given the product [Cl:1][C:2]1[CH:3]=[C:4]2[C:9](=[CH:10][C:11]=1[N:12]1[CH2:17][C:16]3[C:18]([CH:25]4[CH2:27][CH2:26]4)=[N:19][C:20]([C:22]4[O:24][N:40]=[C:38]([CH3:39])[N:37]=4)=[CH:21][C:15]=3[NH:14][C:13]1=[O:28])[O:8][CH:7]([C:29]1[C:34]([F:35])=[CH:33][CH:32]=[CH:31][N:30]=1)[CH2:6][CH2:5]2, predict the reactants needed to synthesize it.